Dataset: Catalyst prediction with 721,799 reactions and 888 catalyst types from USPTO. Task: Predict which catalyst facilitates the given reaction. (1) The catalyst class is: 6. Product: [CH3:3][C:4]1([CH3:25])[CH2:13][CH2:12][C:11]([CH3:14])([CH3:15])[C:10]2[CH:9]=[C:8]([CH:16]3[C:21]4[CH:22]=[C:23]([C:1]([OH:26])=[O:2])[O:24][C:20]=4[CH2:19][CH2:18][CH2:17]3)[CH:7]=[CH:6][C:5]1=2. Reactant: [CH3:1][OH:2].[CH3:3][C:4]1([CH3:25])[CH2:13][CH2:12][C:11]([CH3:15])([CH3:14])[C:10]2[CH:9]=[C:8]([CH:16]3[C:21]4[CH:22]=[CH:23][O:24][C:20]=4[CH2:19][CH2:18][CH2:17]3)[CH:7]=[CH:6][C:5]1=2.[OH-:26].[Na+]. (2) Reactant: [CH:1]1([C:7]2[C:8]3[CH:9]=[CH:10][C:11]([C:40]([OH:42])=O)=[CH:12][C:13]=3[N:14]3[CH2:20][C:19]([C:21]4[O:25][CH:24]=[N:23][C:22]=4[C:26]([N:28]4[CH2:33][CH2:32][O:31][CH2:30][CH2:29]4)=[O:27])=[CH:18][C:17]4[CH:34]=[C:35]([O:38][CH3:39])[CH:36]=[CH:37][C:16]=4[C:15]=23)[CH2:6][CH2:5][CH2:4][CH2:3][CH2:2]1.C1N=CN(C(N2C=NC=C2)=O)C=1.[CH:55]1([S:58]([NH2:61])(=[O:60])=[O:59])[CH2:57][CH2:56]1.C1CCN2C(=NCCC2)CC1. Product: [CH:1]1([C:7]2[C:8]3[CH:9]=[CH:10][C:11]([C:40]([NH:61][S:58]([CH:55]4[CH2:57][CH2:56]4)(=[O:60])=[O:59])=[O:42])=[CH:12][C:13]=3[N:14]3[CH2:20][C:19]([C:21]4[O:25][CH:24]=[N:23][C:22]=4[C:26]([N:28]4[CH2:29][CH2:30][O:31][CH2:32][CH2:33]4)=[O:27])=[CH:18][C:17]4[CH:34]=[C:35]([O:38][CH3:39])[CH:36]=[CH:37][C:16]=4[C:15]=23)[CH2:6][CH2:5][CH2:4][CH2:3][CH2:2]1. The catalyst class is: 1. (3) Reactant: Cl[C:2]1[N:7]=[C:6]([O:8][C:9]2[CH:36]=[CH:35][CH:34]=[CH:33][C:10]=2[CH2:11][NH:12][C:13]([NH:15][C:16]2[N:20]([C:21]3[CH:26]=[CH:25][C:24]([CH3:27])=[CH:23][CH:22]=3)[N:19]=[C:18]([CH:28]3[CH2:32][CH2:31][CH2:30][CH2:29]3)[CH:17]=2)=[O:14])[CH:5]=[CH:4][N:3]=1.C(=O)([O-])[O-].[Na+].[Na+].[NH:43]1[CH2:48][CH2:47][O:46][CH2:45][CH2:44]1. Product: [O:46]1[CH2:47][CH2:48][N:43]([C:2]2[N:7]=[C:6]([O:8][C:9]3[CH:36]=[CH:35][CH:34]=[CH:33][C:10]=3[CH2:11][NH:12][C:13]([NH:15][C:16]3[N:20]([C:21]4[CH:22]=[CH:23][C:24]([CH3:27])=[CH:25][CH:26]=4)[N:19]=[C:18]([CH:28]4[CH2:32][CH2:31][CH2:30][CH2:29]4)[CH:17]=3)=[O:14])[CH:5]=[CH:4][N:3]=2)[CH2:44][CH2:45]1. The catalyst class is: 8. (4) Reactant: [N:1]1([C:7]([C:9]2[S:13][C:12]([CH:14]=O)=[CH:11][CH:10]=2)=[O:8])[CH2:6][CH2:5][CH2:4][CH2:3][CH2:2]1.[N:16]1C=CC=CC=1.Cl.NO. Product: [N:1]1([C:7]([C:9]2[S:13][C:12]([C:14]#[N:16])=[CH:11][CH:10]=2)=[O:8])[CH2:6][CH2:5][CH2:4][CH2:3][CH2:2]1. The catalyst class is: 14. (5) Reactant: Br[C:2]1[C:3]([N:8]2[C:12]([CH3:13])=[C:11]([C:14]([N:16]([CH3:23])[C:17]3[CH:18]=[N:19][CH:20]=[CH:21][CH:22]=3)=[O:15])[CH:10]=[N:9]2)=[N:4][CH:5]=[CH:6][CH:7]=1.[C:24]1(P(C2C=CC=CC=2)C2C=CC=CC=2)C=CC=C[CH:25]=1.C(C([Sn])=C(CCCC)CCCC)CCC. Product: [CH:24]([C:2]1[C:3]([N:8]2[C:12]([CH3:13])=[C:11]([C:14]([N:16]([CH3:23])[C:17]3[CH:18]=[N:19][CH:20]=[CH:21][CH:22]=3)=[O:15])[CH:10]=[N:9]2)=[N:4][CH:5]=[CH:6][CH:7]=1)=[CH2:25]. The catalyst class is: 109. (6) Reactant: [N:1]1[CH:6]=[CH:5][CH:4]=[C:3]([C:7]2[CH:12]=[C:11]([C:13]3[N:18]=[CH:17][CH:16]=[CH:15][N:14]=3)[N:10]3[N:19]=[C:20]([NH2:22])[N:21]=[C:9]3[CH:8]=2)[CH:2]=1.S([N:33]=[C:34]=[O:35])(C1C=CC(C)=CC=1)(=O)=O.[CH2:36](N)[CH3:37]. Product: [CH2:36]([NH:33][C:34]([NH:22][C:20]1[N:21]=[C:9]2[CH:8]=[C:7]([C:3]3[CH:2]=[N:1][CH:6]=[CH:5][CH:4]=3)[CH:12]=[C:11]([C:13]3[N:18]=[CH:17][CH:16]=[CH:15][N:14]=3)[N:10]2[N:19]=1)=[O:35])[CH3:37]. The catalyst class is: 198. (7) Reactant: [N:1]1([C:7]([O:9][C:10]([CH3:13])([CH3:12])[CH3:11])=[O:8])[CH2:6][CH2:5][NH:4][CH2:3][CH2:2]1.C(=O)([O-])[O-].[K+].[K+].[Cl:20][C:21]1[CH:26]=[C:25]([CH2:27]Cl)[CH:24]=[C:23]([Cl:29])[CH:22]=1. Product: [Cl:20][C:21]1[CH:26]=[C:25]([CH:24]=[C:23]([Cl:29])[CH:22]=1)[CH2:27][N:4]1[CH2:5][CH2:6][N:1]([C:7]([O:9][C:10]([CH3:13])([CH3:12])[CH3:11])=[O:8])[CH2:2][CH2:3]1. The catalyst class is: 42. (8) Reactant: [CH3:1][CH:2]([CH2:6][CH2:7][CH3:8])[C:3](Cl)=[O:4].[CH2:9]([O:11][C:12]#[CH:13])[CH3:10].C(N(CC)CC)C. Product: [CH2:12]([O:11][C:9]1[C:2]([CH3:1])([CH2:6][CH2:7][CH3:8])[C:3](=[O:4])[CH:10]=1)[CH3:13]. The catalyst class is: 28. (9) Reactant: [C:1]1([C:11]2[CH:16]=[CH:15][CH:14]=[CH:13][CH:12]=2)[CH:6]=[CH:5][C:4]([CH2:7][C:8]([OH:10])=[O:9])=[CH:3][CH:2]=1.[OH-].[Na+:18]. Product: [C:1]1([C:11]2[CH:12]=[CH:13][CH:14]=[CH:15][CH:16]=2)[CH:2]=[CH:3][C:4]([CH2:7][C:8]([O-:10])=[O:9])=[CH:5][CH:6]=1.[Na+:18]. The catalyst class is: 6. (10) Reactant: C(OC([N:8]1[CH2:13][CH2:12][CH:11]([NH:14][CH2:15][C:16]2[CH:21]=[CH:20][C:19]([Cl:22])=[CH:18][CH:17]=2)[CH2:10][CH2:9]1)=O)(C)(C)C.[CH:23](=O)[CH3:24].[BH-](OC(C)=O)(OC(C)=O)OC(C)=O.[Na+]. Product: [Cl:22][C:19]1[CH:18]=[CH:17][C:16]([CH2:15][N:14]([CH2:23][CH3:24])[CH:11]2[CH2:10][CH2:9][NH:8][CH2:13][CH2:12]2)=[CH:21][CH:20]=1. The catalyst class is: 585.